This data is from Forward reaction prediction with 1.9M reactions from USPTO patents (1976-2016). The task is: Predict the product of the given reaction. (1) Given the reactants [CH3:1][O:2][C:3]1[CH:8]=[CH:7][C:6]([CH:9]2[CH2:14][CH2:13][C:12](=[O:15])[CH2:11][CH2:10]2)=[CH:5][CH:4]=1.CCC(C)[BH-](C(C)CC)C(C)CC.[Li+], predict the reaction product. The product is: [CH3:1][O:2][C:3]1[CH:4]=[CH:5][C:6]([C@@H:9]2[CH2:14][CH2:13][C@H:12]([OH:15])[CH2:11][CH2:10]2)=[CH:7][CH:8]=1. (2) Given the reactants [F:1][C:2]1[C:3](CC(O)=O)=[C:4]([C:8]2[C:17]3[C:12](=[CH:13][CH:14]=[CH:15][CH:16]=3)[CH:11]=[CH:10][N:9]=2)[CH:5]=[CH:6][CH:7]=1.[CH3:22][Li].[CH2:24]1[CH2:28][O:27]CC1, predict the reaction product. The product is: [CH3:22][C:28]([C:3]1[C:2]([F:1])=[CH:7][CH:6]=[CH:5][C:4]=1[C:8]1[C:17]2[C:12](=[CH:13][CH:14]=[CH:15][CH:16]=2)[CH:11]=[CH:10][N:9]=1)([OH:27])[CH3:24].